Predict the reaction yield, written as a fraction of the theoretical maximum amount of product (1.0 means a 100% yield; for example, 0.34 means a 34% yield). From a dataset of Reaction yield outcomes from USPTO patents with 853,638 reactions. (1) The reactants are [NH2:1][S:2][O:3][O:4][C:5]1[CH:10]=[CH:9][C:8]([N:11]2[C:19]3[C:18]4[CH:20]=[C:21]([N+:24]([O-:26])=[O:25])[CH:22]=[CH:23][C:17]=4[CH2:16][CH2:15][C:14]=3[C:13]([C:27]([O:29]CC)=O)=[N:12]2)=[CH:7][CH:6]=1.[OH-].[NH4+:33]. The catalyst is CO. The product is [NH2:1][S:2][O:3][O:4][C:5]1[CH:6]=[CH:7][C:8]([N:11]2[C:19]3[C:18]4[CH:20]=[C:21]([N+:24]([O-:26])=[O:25])[CH:22]=[CH:23][C:17]=4[CH2:16][CH2:15][C:14]=3[C:13]([C:27]([NH2:33])=[O:29])=[N:12]2)=[CH:9][CH:10]=1. The yield is 0.680. (2) The reactants are Br[C:2]1[CH:3]=[C:4]2[C:8](=[CH:9][CH:10]=1)[N:7]([C:11]([O:13][C:14]([CH3:17])([CH3:16])[CH3:15])=[O:12])[CH:6]=[C:5]2[C:18]1[CH:19]=[N:20][C:21]2[C:26]([CH:27]=1)=[CH:25][CH:24]=[CH:23][CH:22]=2.[B:28]1([B:28]2[O:32][C:31]([CH3:34])([CH3:33])[C:30]([CH3:36])([CH3:35])[O:29]2)[O:32][C:31]([CH3:34])([CH3:33])[C:30]([CH3:36])([CH3:35])[O:29]1.C([O-])(=O)C.[K+]. The catalyst is CN(C=O)C.C1C=CC(P(C2C=CC=CC=2)[C-]2C=CC=C2)=CC=1.C1C=CC(P(C2C=CC=CC=2)[C-]2C=CC=C2)=CC=1.Cl[Pd]Cl.[Fe+2].C(Cl)Cl. The product is [N:20]1[C:21]2[C:26](=[CH:25][CH:24]=[CH:23][CH:22]=2)[CH:27]=[C:18]([C:5]2[C:4]3[C:8](=[CH:9][CH:10]=[C:2]([B:28]4[O:32][C:31]([CH3:34])([CH3:33])[C:30]([CH3:36])([CH3:35])[O:29]4)[CH:3]=3)[N:7]([C:11]([O:13][C:14]([CH3:16])([CH3:17])[CH3:15])=[O:12])[CH:6]=2)[CH:19]=1. The yield is 0.420. (3) The reactants are [C:1]([O:5][C:6]([N:8]1[CH2:13][CH2:12][C:11](=[CH2:14])[CH2:10][CH2:9]1)=[O:7])([CH3:4])([CH3:3])[CH3:2].C12BC(CCC1)CCC2.[C:24]1([S:30]([N:33]2[C:37]3[CH:38]=[N:39][C:40]([C:43]#[N:44])=[C:41](Br)[C:36]=3[C:35]3[CH:45]=[CH:46][CH:47]=[N:48][C:34]2=3)(=[O:32])=[O:31])[CH:29]=[CH:28][CH:27]=[CH:26][CH:25]=1.C(=O)([O-])[O-].[K+].[K+]. The catalyst is O.CN(C=O)C.ClCCl.C1C=CC(P([C]2[CH][CH][CH][CH]2)C2C=CC=CC=2)=CC=1.C1C=CC(P([C]2[CH][CH][CH][CH]2)C2C=CC=CC=2)=CC=1.Cl[Pd]Cl.[Fe]. The product is [C:1]([O:5][C:6]([N:8]1[CH2:13][CH2:12][CH:11]([CH2:14][C:41]2[C:36]3[C:35]4[CH:45]=[CH:46][CH:47]=[N:48][C:34]=4[N:33]([S:30]([C:24]4[CH:25]=[CH:26][CH:27]=[CH:28][CH:29]=4)(=[O:32])=[O:31])[C:37]=3[CH:38]=[N:39][C:40]=2[C:43]#[N:44])[CH2:10][CH2:9]1)=[O:7])([CH3:4])([CH3:3])[CH3:2]. The yield is 0.380. (4) The reactants are [NH2:1][CH:2]([CH2:6][CH:7]1[CH2:14][CH2:13][CH2:12][CH2:11][CH2:10][CH2:9][CH2:8]1)[C:3]([OH:5])=[O:4].[C:15](#N)[CH3:16]. No catalyst specified. The product is [CH:7]1([CH2:6][CH:2]([N:1]2[CH2:16][C:15]3[C:2](=[CH:6][CH:7]=[CH:8][CH:9]=3)[C:3]2=[O:4])[C:3]([OH:5])=[O:4])[CH2:14][CH2:13][CH2:12][CH2:11][CH2:10][CH2:9][CH2:8]1. The yield is 0.620. (5) The reactants are [NH2:1][C:2]1[CH:10]=[CH:9][C:5]([C:6]([NH2:8])=[O:7])=[CH:4][CH:3]=1.[C:11]1([C:17]2[O:21][N:20]=[CH:19][C:18]=2[CH2:22][CH2:23][C:24](O)=[O:25])[CH:16]=[CH:15][CH:14]=[CH:13][CH:12]=1.O.ON1C2C=CC=CC=2N=N1.Cl.C(N=C=NCCCN(C)C)C. The catalyst is O.CN(C)C=O. The product is [C:6]([C:5]1[CH:9]=[CH:10][C:2]([NH:1][C:24](=[O:25])[CH2:23][CH2:22][C:18]2[CH:19]=[N:20][O:21][C:17]=2[C:11]2[CH:12]=[CH:13][CH:14]=[CH:15][CH:16]=2)=[CH:3][CH:4]=1)(=[O:7])[NH2:8]. The yield is 0.710. (6) The reactants are [Li]CCCC.CN(C)CCO.[Cl:12][C:13]1[CH:18]=[CH:17][C:16]([CH:19]2[CH2:21][CH2:20]2)=[CH:15][N:14]=1.[F:22][C:23]1[N:34]=[CH:33][CH:32]=[CH:31][C:24]=1[C:25](N(OC)C)=[O:26]. The catalyst is CCCCCC.O1CCCC1. The product is [Cl:12][C:13]1[N:14]=[C:15]([C:25]([C:24]2[C:23]([F:22])=[N:34][CH:33]=[CH:32][CH:31]=2)=[O:26])[C:16]([CH:19]2[CH2:21][CH2:20]2)=[CH:17][CH:18]=1. The yield is 0.610. (7) The reactants are [NH2:1][C@@H:2]1[CH2:6][CH2:5][N:4]([C:7]([O:9][C:10]([CH3:13])([CH3:12])[CH3:11])=[O:8])[CH2:3]1.[CH:14]1([C:17](O)=[O:18])[CH2:16][CH2:15]1.CN(C(ON1N=NC2C=CC=NC1=2)=[N+](C)C)C.F[P-](F)(F)(F)(F)F.C(N(CC)CC)C. The catalyst is C(Cl)Cl. The product is [CH:14]1([C:17]([NH:1][C@@H:2]2[CH2:6][CH2:5][N:4]([C:7]([O:9][C:10]([CH3:13])([CH3:12])[CH3:11])=[O:8])[CH2:3]2)=[O:18])[CH2:16][CH2:15]1. The yield is 0.730. (8) The reactants are [C:1](#[N:8])[C:2]1[CH:7]=[CH:6][CH:5]=[CH:4][CH:3]=1.[CH:9]1([C:12](=[O:19])[CH2:13][C:14](C2CC2)=O)C[CH2:10]1.O.[NH2:21][NH2:22]. The catalyst is C(O)(=O)C. The product is [CH3:10][C:9]1[C:12]([O:19][C:5]2[CH:6]=[CH:7][C:2]([C:1]#[N:8])=[CH:3][CH:4]=2)=[C:13]([CH3:14])[NH:22][N:21]=1. The yield is 0.880.